Dataset: Reaction yield outcomes from USPTO patents with 853,638 reactions. Task: Predict the reaction yield, written as a fraction of the theoretical maximum amount of product (1.0 means a 100% yield; for example, 0.34 means a 34% yield). (1) The reactants are [CH2:1]([C:5]1[CH:10]=[CH:9][C:8]([C:11]2[O:15][N:14]=[C:13]([C:16]3[CH:17]=[CH:18][C:19]([CH2:22][N:23]4[CH2:26][CH:25]([C:27]([O:29]C)=[O:28])[CH2:24]4)=[N:20][CH:21]=3)[N:12]=2)=[CH:7][C:6]=1[CH3:31])[CH:2]([CH3:4])[CH3:3].[OH-].[Na+].C(O)(=O)C.C(O)(=O)C(O)=O. No catalyst specified. The product is [CH2:1]([C:5]1[CH:10]=[CH:9][C:8]([C:11]2[O:15][N:14]=[C:13]([C:16]3[CH:17]=[CH:18][C:19]([CH2:22][N:23]4[CH2:26][CH:25]([C:27]([OH:29])=[O:28])[CH2:24]4)=[N:20][CH:21]=3)[N:12]=2)=[CH:7][C:6]=1[CH3:31])[CH:2]([CH3:4])[CH3:3]. The yield is 0.830. (2) The reactants are Br.Br.Br[CH2:4][C:5]1[N:6]=[C:7]([C:10]2[CH:15]=[CH:14][N:13]=[CH:12][CH:11]=2)[NH:8][CH:9]=1.CN(C=O)C.C(N(CC)CC)C.[N-:28]=[N+:29]=[N-:30].[Na+]. The catalyst is C(Cl)Cl.CO. The product is [N:28]([CH2:4][C:5]1[NH:6][C:7]([C:10]2[CH:15]=[CH:14][N:13]=[CH:12][CH:11]=2)=[N:8][CH:9]=1)=[N+:29]=[N-:30]. The yield is 0.180. (3) The yield is 0.530. The reactants are [N:1]([C:4]1[CH:12]=[CH:11][C:7]([C:8]([OH:10])=[O:9])=[CH:6][CH:5]=1)=[C:2]=[S:3].C(N(C(C)C)CC)(C)C.Cl.[NH:23]([CH2:25][C:26](OCC)=[O:27])[NH2:24]. The catalyst is ClCCl. The product is [NH2:24][N:23]1[CH2:25][C:26](=[O:27])[N:1]([C:4]2[CH:12]=[CH:11][C:7]([C:8]([OH:10])=[O:9])=[CH:6][CH:5]=2)[C:2]1=[S:3]. (4) The reactants are [Cl:1][C:2]1[C:3]([C:12]2[CH:17]=[CH:16][C:15]([C:18]([F:21])([F:20])[F:19])=[CH:14][C:13]=2[Cl:22])=[CH:4][C:5]([N+:9]([O-])=O)=[C:6]([CH:8]=1)[NH2:7].Cl. The catalyst is C(O)C.[Zn]. The product is [Cl:1][C:2]1[CH:8]=[C:6]([NH2:7])[C:5]([NH2:9])=[CH:4][C:3]=1[C:12]1[CH:17]=[CH:16][C:15]([C:18]([F:21])([F:19])[F:20])=[CH:14][C:13]=1[Cl:22]. The yield is 0.360. (5) The reactants are [C:1]([O:5][C:6](=[O:17])[C:7]([O-])=[CH:8][C:9]([C:11]1[O:12][CH:13]=[CH:14][CH:15]=1)=O)([CH3:4])([CH3:3])[CH3:2].[Li+].Cl.[F:20][C:21]1[CH:28]=[CH:27][C:26]([NH:29][NH2:30])=[CH:25][C:22]=1[C:23]#[N:24]. The catalyst is C(O)(=O)C. The product is [C:23]([C:22]1[CH:25]=[C:26]([N:29]2[C:9]([C:11]3[O:12][CH:13]=[CH:14][CH:15]=3)=[CH:8][C:7]([C:6]([O:5][C:1]([CH3:4])([CH3:3])[CH3:2])=[O:17])=[N:30]2)[CH:27]=[CH:28][C:21]=1[F:20])#[N:24]. The yield is 0.950. (6) The yield is 0.660. No catalyst specified. The reactants are [CH3:1][N:2]1[C:7](=[O:8])[C:6]([NH:9][C:10]2[CH:15]=[CH:14][C:13]([N:16]3[CH2:21][CH2:20][N:19]([CH:22]4[CH2:25][O:24][CH2:23]4)[CH2:18][CH:17]3[CH3:26])=[CH:12][N:11]=2)=[CH:5][C:4]([C:27]2[C:32]([CH:33]=[O:34])=[C:31]([N:35]3[CH2:46][C:45]4[N:44]5[C:39]([CH2:40][CH2:41][CH2:42][CH2:43]5)=[CH:38][C:37]=4[C:36]3=O)[N:30]=[CH:29][CH:28]=2)=[CH:3]1.[BH4-].[Na+].C[OH:51]. The product is [OH:34][CH2:33][C:32]1[C:31]([N:35]2[C:46](=[O:51])[C:45]3[N:44]4[C:39]([CH2:40][CH2:41][CH2:42][CH2:43]4)=[CH:38][C:37]=3[CH2:36]2)=[N:30][CH:29]=[CH:28][C:27]=1[C:4]1[CH:5]=[C:6]([NH:9][C:10]2[CH:15]=[CH:14][C:13]([N:16]3[CH2:21][CH2:20][N:19]([CH:22]4[CH2:23][O:24][CH2:25]4)[CH2:18][C@@H:17]3[CH3:26])=[CH:12][N:11]=2)[C:7](=[O:8])[N:2]([CH3:1])[CH:3]=1. (7) The reactants are [NH2:1][CH:2]([CH3:22])[C:3]([NH:5][CH2:6][C:7]1[CH:8]=[CH:9][C:10]2[N:11]([CH2:20][CH3:21])[C:12]3[C:17]([C:18]=2[CH:19]=1)=[CH:16][CH:15]=[CH:14][CH:13]=3)=[O:4].[C:23]([C:25]1[CH:30]=[CH:29][C:28]([CH2:31][C:32](O)=[O:33])=[CH:27][CH:26]=1)#[N:24].CN(C(ON1N=NC2C=CC=NC1=2)=[N+](C)C)C.F[P-](F)(F)(F)(F)F.Cl. The catalyst is CN(C=O)C. The product is [C:23]([C:25]1[CH:30]=[CH:29][C:28]([CH2:31][C:32]([NH:1][C@H:2]([C:3]([NH:5][CH2:6][C:7]2[CH:8]=[CH:9][C:10]3[N:11]([CH2:20][CH3:21])[C:12]4[C:17]([C:18]=3[CH:19]=2)=[CH:16][CH:15]=[CH:14][CH:13]=4)=[O:4])[CH3:22])=[O:33])=[CH:27][CH:26]=1)#[N:24]. The yield is 0.140.